From a dataset of Full USPTO retrosynthesis dataset with 1.9M reactions from patents (1976-2016). Predict the reactants needed to synthesize the given product. (1) Given the product [CH3:9][C:10]([C@:12]1([O:33][C:34]([CH3:36])=[O:35])[C@@:16]2([CH3:32])[CH2:17][CH2:18][C@@H:19]3[C@:29]4([CH3:30])[C:23](=[CH:24][C:25]([C@H:27]5[C@@H:28]4[CH2:2]5)=[O:26])[C:22]([Cl:31])=[CH:21][C@H:20]3[C@@H:15]2[CH2:14][CH2:13]1)=[O:11], predict the reactants needed to synthesize it. The reactants are: [I-].[CH3:2][S+](C)(C)=O.[H-].[Na+].[CH3:9][C:10]([C@:12]1([O:33][C:34]([CH3:36])=[O:35])[C@@:16]2([CH3:32])[CH2:17][CH2:18][C@@H:19]3[C@:29]4([CH3:30])[C:23](=[CH:24][C:25]([CH:27]=[CH:28]4)=[O:26])[C:22]([Cl:31])=[CH:21][C@H:20]3[C@@H:15]2[CH2:14][CH2:13]1)=[O:11].Cl. (2) Given the product [Cl:12][C:9]1[N:10]=[C:11]2[C:6](=[CH:7][CH:8]=1)[N:5]=[CH:4][C:3]([C:13](=[O:15])[CH3:14])=[C:2]2[NH:27][C:24]1[CH:25]=[N:26][C:21]([O:20][CH2:19][CH2:18][N:17]([CH3:28])[CH3:16])=[CH:22][CH:23]=1, predict the reactants needed to synthesize it. The reactants are: Cl[C:2]1[C:11]2[C:6](=[CH:7][CH:8]=[C:9]([Cl:12])[N:10]=2)[N:5]=[CH:4][C:3]=1[C:13](=[O:15])[CH3:14].[CH3:16][N:17]([CH3:28])[CH2:18][CH2:19][O:20][C:21]1[N:26]=[CH:25][C:24]([NH2:27])=[CH:23][CH:22]=1. (3) Given the product [C:21]([O:20][C:18]([N:15]1[CH2:16][CH2:17][N:12]([C:9]2[C:10]3[C:5](=[CH:4][CH:3]=[C:2]([S:33][C:27]4[C:28]([CH3:32])=[CH:29][CH:30]=[CH:31][C:26]=4[Cl:25])[CH:11]=3)[CH:6]=[CH:7][N:8]=2)[CH2:13][CH2:14]1)=[O:19])([CH3:24])([CH3:23])[CH3:22], predict the reactants needed to synthesize it. The reactants are: Br[C:2]1[CH:11]=[C:10]2[C:5]([CH:6]=[CH:7][N:8]=[C:9]2[N:12]2[CH2:17][CH2:16][N:15]([C:18]([O:20][C:21]([CH3:24])([CH3:23])[CH3:22])=[O:19])[CH2:14][CH2:13]2)=[CH:4][CH:3]=1.[Cl:25][C:26]1[CH:31]=[CH:30][CH:29]=[C:28]([CH3:32])[C:27]=1[SH:33].